The task is: Regression. Given two drug SMILES strings and cell line genomic features, predict the synergy score measuring deviation from expected non-interaction effect.. This data is from NCI-60 drug combinations with 297,098 pairs across 59 cell lines. (1) Drug 1: CS(=O)(=O)OCCCCOS(=O)(=O)C. Drug 2: C1CCC(C(C1)N)N.C(=O)(C(=O)[O-])[O-].[Pt+4]. Cell line: EKVX. Synergy scores: CSS=5.46, Synergy_ZIP=-6.70, Synergy_Bliss=-7.21, Synergy_Loewe=-6.45, Synergy_HSA=-6.21. (2) Drug 1: C1CCN(CC1)CCOC2=CC=C(C=C2)C(=O)C3=C(SC4=C3C=CC(=C4)O)C5=CC=C(C=C5)O. Drug 2: CNC(=O)C1=CC=CC=C1SC2=CC3=C(C=C2)C(=NN3)C=CC4=CC=CC=N4. Cell line: SN12C. Synergy scores: CSS=8.41, Synergy_ZIP=-0.154, Synergy_Bliss=2.59, Synergy_Loewe=-0.547, Synergy_HSA=2.10. (3) Synergy scores: CSS=74.0, Synergy_ZIP=9.48, Synergy_Bliss=12.2, Synergy_Loewe=4.43, Synergy_HSA=11.5. Drug 1: C1CCN(CC1)CCOC2=CC=C(C=C2)C(=O)C3=C(SC4=C3C=CC(=C4)O)C5=CC=C(C=C5)O. Cell line: MOLT-4. Drug 2: CCN(CC)CCCC(C)NC1=C2C=C(C=CC2=NC3=C1C=CC(=C3)Cl)OC. (4) Drug 1: C1CCC(C1)C(CC#N)N2C=C(C=N2)C3=C4C=CNC4=NC=N3. Drug 2: C(CN)CNCCSP(=O)(O)O. Cell line: RXF 393. Synergy scores: CSS=0.409, Synergy_ZIP=3.81, Synergy_Bliss=-2.84, Synergy_Loewe=-7.18, Synergy_HSA=-3.73. (5) Drug 1: CC1CCC2CC(C(=CC=CC=CC(CC(C(=O)C(C(C(=CC(C(=O)CC(OC(=O)C3CCCCN3C(=O)C(=O)C1(O2)O)C(C)CC4CCC(C(C4)OC)O)C)C)O)OC)C)C)C)OC. Drug 2: C(CC(=O)O)C(=O)CN.Cl. Cell line: HOP-62. Synergy scores: CSS=14.5, Synergy_ZIP=-5.27, Synergy_Bliss=-1.71, Synergy_Loewe=-8.44, Synergy_HSA=-2.07. (6) Drug 1: C1CCC(C(C1)N)N.C(=O)(C(=O)[O-])[O-].[Pt+4]. Drug 2: C1C(C(OC1N2C=NC3=C2NC=NCC3O)CO)O. Cell line: COLO 205. Synergy scores: CSS=43.9, Synergy_ZIP=-1.09, Synergy_Bliss=-3.84, Synergy_Loewe=-8.77, Synergy_HSA=-3.83. (7) Drug 1: CC12CCC(CC1=CCC3C2CCC4(C3CC=C4C5=CN=CC=C5)C)O. Drug 2: CC1CCCC2(C(O2)CC(NC(=O)CC(C(C(=O)C(C1O)C)(C)C)O)C(=CC3=CSC(=N3)C)C)C. Cell line: EKVX. Synergy scores: CSS=14.4, Synergy_ZIP=0.136, Synergy_Bliss=8.05, Synergy_Loewe=5.79, Synergy_HSA=5.60. (8) Drug 1: CC12CCC(CC1=CCC3C2CCC4(C3CC=C4C5=CN=CC=C5)C)O. Drug 2: CNC(=O)C1=CC=CC=C1SC2=CC3=C(C=C2)C(=NN3)C=CC4=CC=CC=N4. Cell line: U251. Synergy scores: CSS=25.6, Synergy_ZIP=0.0388, Synergy_Bliss=3.37, Synergy_Loewe=2.91, Synergy_HSA=5.95. (9) Drug 1: C1CCC(C1)C(CC#N)N2C=C(C=N2)C3=C4C=CNC4=NC=N3. Drug 2: C#CCC(CC1=CN=C2C(=N1)C(=NC(=N2)N)N)C3=CC=C(C=C3)C(=O)NC(CCC(=O)O)C(=O)O. Cell line: SW-620. Synergy scores: CSS=9.47, Synergy_ZIP=-2.92, Synergy_Bliss=-4.37, Synergy_Loewe=-36.9, Synergy_HSA=-5.30.